Dataset: Experimentally validated miRNA-target interactions with 360,000+ pairs, plus equal number of negative samples. Task: Binary Classification. Given a miRNA mature sequence and a target amino acid sequence, predict their likelihood of interaction. (1) The miRNA is hsa-miR-2117 with sequence UGUUCUCUUUGCCAAGGACAG. The protein sequence of the target gene is MIHELLLALSGYPGSIFTWNKRSGLQVSQDFPFLHPSETSVLNRLCRLGTDYIRFTEFIEQYTGHVQQQDHHPSQQGQGGLHGIYLRAFCTGLDSVLQPYRQALLDLEQEFLGDPHLSISHVNYFLDQFQLLFPSVMVVVEQIKSQKIHGCQILETVYKHSCGGLPPVRSALEKILAVCHGVMYKQLSAWMLHGLLLDQHEEFFIKQGPSSGNVSAQPEEDEEDLGIGGLTGKQLRELQDLRLIEEENMLAPSLKQFSLRVEILPSYIPVRVAEKILFVGESVQMFENQNVNLTRKGSIL.... Result: 1 (interaction). (2) The miRNA is hsa-miR-4491 with sequence AAUGUGGACUGGUGUGACCAAA. The protein sequence of the target gene is MPEQSNDYRVVVFGAGGVGKSSLVLRFVKGTFRDTYIPTIEDTYRQVISCDKSVCTLQITDTTGSHQFPAMQRLSISKGHAFILVFSVTSKQSLEELGPIYKLIVQIKGSVEDIPVMLVGNKCDETQREVDTREAQAVAQEWKCAFMETSAKMNYNVKELFQELLTLETRRNMSLNIDGKRSGKQKRTDRVKGKCTLM. Result: 0 (no interaction). (3) The miRNA is mmu-miR-362-5p with sequence AAUCCUUGGAACCUAGGUGUGAAU. The protein sequence of the target gene is MSPAKRWGSPCLFPLQLFSLCWVLSVAQSKTVRYSTFEEDAPGTVIGTLAEDLHMKVSGDTSFRLMKQFNSSLLRVREGDGQLTVGDAGLDRERLCGPSPQCVLAFDVVSFSQEQFRLVHVEVEVRDVNDHAPRFPRAQIPVEVSESAPVGTRIPLEVPVDEDVGANGLQSVRLAEPHSPFRVELQTRADGAQCADLVLLQELDRESQASYSLELVAQDGGRPPRSATAALSVRVLDANDHSPAFPQGAVAEVELAEDAPVGSLLLDLDAADPDEGPNGDVVFTFGARTPPEARHLFRLD.... Result: 1 (interaction). (4) The miRNA is hsa-miR-21-3p with sequence CAACACCAGUCGAUGGGCUGU. The protein sequence of the target gene is MDLHTAVYNAAHDGKLPLLQKLLAGRGREELEELLGEVAGGGTPLLIAARRGHLDVVEYLVDHCGASVEASGSVHFDGETIEGAPPLWAASAAGHLAVVRSLLRRGASVNRTTRTNSTPLRAACFDGHLDVVRYLVGEHKADLEVANRHGHTCLMISCYKGHREIARYLLERGAQVNRRSAKGNTALHDCAESGSLEILQLLLGCHARMERDGYGMTPLLAASVTGHTNIVEYLIQEQPGHEQLSGTELPGEGSSQVAGNHCSTPEEAEPYESCCPTSREAAVEALELLGATYVDKKRDL.... Result: 0 (no interaction). (5) The protein sequence of the target gene is MAASLRLLGAASGLRYWSRRLRPAAGSFAAVCSRSVASKTPVGFIGLGNMGNPMAKNLMKHGYPLIIYDVFPDACKEFQDAGEQVVSSPADVAEKADRIITMLPTSINAIEAYSGANGILKKVKKGSLLIDSSTIDPAVSKELAKEVEKMGAVFMDAPVSGGVGAARSGNLTFMVGGVEDEFAAAQELLGCMGSNVVYCGAVGTGQAAKICNNMLLAISMIGTAEAMNLGIRLGLDPKLLAKILNMSSGRCWSSDTYNPVPGVMDGVPSANNYQGGFGTTLMAKDLGLAQDSATSTKSPI.... Result: 0 (no interaction). The miRNA is hsa-miR-325 with sequence CCUAGUAGGUGUCCAGUAAGUGU. (6) The miRNA is hsa-miR-580-3p with sequence UUGAGAAUGAUGAAUCAUUAGG. The protein sequence of the target gene is MSEVKSRKKSGPKGAPAAEPGKRSEGGKTPVARSSGGGGWADPRTCLSLLSLGTCLGLAWFVFQQSEKFAKVENQYQLLKLETNEFQQLQSKISLISEKWQKSEAIMEQLKSFQIIAHLKRLQEEINEVKTWSNRITEKQDILNNSLTTLSQDITKVDQSTTSMAKDVGLKITSVKTDIRRISGLVTDVISLTDSVQELENKIEKVEKNTVKNIGDLLSSSIDRTATLRKTASENSQRINSVKKTLTELKSDFDKHTDRFLSLEGDRAKVLKTVTFANDLKPKVYNLKKDFSRLEPLVND.... Result: 1 (interaction). (7) The miRNA is cgr-miR-30a-5p with sequence UGUAAACAUCCUCGACUGGAAGC. The protein sequence of the target gene is MHDLPPDSGARRGGRGLADHSFPAGARAPGQPPSRGAAYRRACPRDGERGGGGRPRQQVSPPRSPQREPRGGQLRTPRMRPSCSRSLESLRVGAKPPPFQRWPSDSWIRCGAHRDWDEPPPRGGRMDGWSGDRARAAAPTGLQPPGCKDHGCSSGSPFRDPAGSSVIRSGKGDRQEGPSFLRPPAVTVKKLQKWMYKGRLLSLGMKGRARGTAPKVTGTQAASPNVGALKVRENRVLSVPPDQRITLTDLFENAYGSSMKGRELEELKDNIEFRGHKPLNSITVSKKRNWLYQSTLRPLN.... Result: 0 (no interaction). (8) The miRNA is mmu-miR-26a-5p with sequence UUCAAGUAAUCCAGGAUAGGCU. The protein sequence of the target gene is MPLVTRNIEPRHLCRQTLPSDTSELECRTNITLANVIRQLGSLSKYAEDIFGEICTQASAFASRVNSLAERVDRVQVKVTQLDPKEEEVSLQGINTRKAFRSSTTQDQKLFDRNSLPVPVLETYNSCDAPPPLNNLSPYRDDGKEALKFYTNPSYFFDLWKEKMLQDTKDIMKEKRKHRKEKKDNPNRGNVNPRKIKTRKEEWEKMKMGQEFVESKERLGPSGYSSTLVYQNGSIGSVENVDAASYPPPPQSDSASSPSPSFSEDNLPPPPAEFSYPADNQRGSVLAGPKRTSMVSPSHP.... Result: 1 (interaction). (9) The miRNA is hsa-miR-6815-3p with sequence UGGCUUCUCUUGCACACCCAG. The protein sequence of the target gene is MTTSLQDGQSAAGRAGAQDSPLAVQVCRVAQGKGDAQDPAQVPGLHALSPASDATLRGAIDRRKMKDLDVLEKPPIPNPFPELCCSPLTSVLSAGLFPRANSRKKQVIKVYSEDETSRALEVPSDITARDVCQLLILKNHYVDDNSWTLFEHLSHIGLERTVEDHELPTEVLSHWGVEEDNKLYLRKNYAKYEFFKNPMYFFPEHMVSFAAEMNGDRSPTQILQVFLSSSTYPEIHGFLHAKEQGKKSWKKAYFFLRRSGLYFSTKGTSKEPRHLQLFSEFSTSHVYMSLAGKKKHGAPT.... Result: 0 (no interaction). (10) The miRNA is hsa-miR-661 with sequence UGCCUGGGUCUCUGGCCUGCGCGU. The protein sequence of the target gene is MKMEEAVGKVEELIESEAPPKASEQETAKEEDGSVELESQVQKDGVADSTVISSMPCLLMELRRDSSESQLASTESDKPTTGRVYESDSSNHCMLSPSSSGHLADSDTLSSAEENEPSQAETAVEGDPSGVSGATVGRKSRRSRSESETSTMAAKKNRQSSDKQNGRVAKVKGHRSQKHKERIRLLRQKREAAARKKYNLLQDSSTSDSDLTCDSSTSSSDDDEEVSGSSKTITAEIPDGPPVVAHYDMSDTNSDPEVVNVDNLLAAAVVQEHSNSVGGQDTGATWRTSGLLEELNAEAG.... Result: 1 (interaction).